Dataset: Reaction yield outcomes from USPTO patents with 853,638 reactions. Task: Predict the reaction yield, written as a fraction of the theoretical maximum amount of product (1.0 means a 100% yield; for example, 0.34 means a 34% yield). (1) The reactants are C[O:2][C:3]1[N:11]=[CH:10][C:9]2[NH:8][C:7]3[N:12]=[CH:13][C:14]([C:16]4[CH:21]=[CH:20][C:19]([CH2:22][N:23]5[CH2:28][CH2:27][CH2:26][CH2:25][CH2:24]5)=[CH:18][CH:17]=4)=[CH:15][C:6]=3[C:5]=2[CH:4]=1.Br. No catalyst specified. The product is [O:2]=[C:3]1[NH:11][CH:10]=[C:9]2[C:5]([C:6]3[CH:15]=[C:14]([C:16]4[CH:17]=[CH:18][C:19]([CH2:22][N:23]5[CH2:24][CH2:25][CH2:26][CH2:27][CH2:28]5)=[CH:20][CH:21]=4)[CH:13]=[N:12][C:7]=3[NH:8]2)=[CH:4]1. The yield is 0.300. (2) The yield is 0.390. The product is [OH:23][C:22]1[C:21]2[C:16](=[CH:17][CH:18]=[CH:19][CH:20]=2)[C@@:15]([CH3:29])([CH2:24][CH2:25][CH:26]([CH3:28])[CH3:27])[C:14](=[O:30])[C:13]=1[C:8]1[NH:7][C:6]2[CH:31]=[CH:32][C:3]([NH:2][S:49]([C:40]3[CH:41]=[CH:42][C:43]4[C:48](=[CH:47][CH:46]=[CH:45][CH:44]=4)[CH:39]=3)(=[O:51])=[O:50])=[CH:4][C:5]=2[S:10](=[O:12])(=[O:11])[N:9]=1. The reactants are Cl.[NH2:2][C:3]1[CH:32]=[CH:31][C:6]2[NH:7][C:8]([C:13]3[C:14](=[O:30])[C@:15]([CH3:29])([CH2:24][CH2:25][CH:26]([CH3:28])[CH3:27])[C:16]4[C:21]([C:22]=3[OH:23])=[CH:20][CH:19]=[CH:18][CH:17]=4)=[N:9][S:10](=[O:12])(=[O:11])[C:5]=2[CH:4]=1.N1C=CC=CC=1.[CH:39]1[C:48]2[C:43](=[CH:44][CH:45]=[CH:46][CH:47]=2)[CH:42]=[CH:41][C:40]=1[S:49](Cl)(=[O:51])=[O:50]. The catalyst is CC(C)=O. (3) The reactants are [Cl:1][C:2]1[C:3]([N:12]2[CH2:17][CH2:16][CH:15]([N:18]3[CH2:22][CH2:21][C@H:20]([NH:23]C(=O)OC(C)(C)C)[C:19]3=[O:31])[CH2:14][CH2:13]2)=[N:4][CH:5]=[C:6]([C:8]([F:11])([F:10])[F:9])[CH:7]=1.Cl. The catalyst is CCOC(C)=O.C(O)(C)C. The product is [NH2:23][C@H:20]1[CH2:21][CH2:22][N:18]([CH:15]2[CH2:16][CH2:17][N:12]([C:3]3[C:2]([Cl:1])=[CH:7][C:6]([C:8]([F:11])([F:10])[F:9])=[CH:5][N:4]=3)[CH2:13][CH2:14]2)[C:19]1=[O:31]. The yield is 1.00. (4) The reactants are [Br:1][C:2]1[C:7]2[S:8][CH:9]=[CH:10][C:6]=2[C:5]([Cl:11])=[C:4]([C:12]([C:14]2[CH:19]=[CH:18][C:17]([O:20][CH2:21][CH3:22])=[CH:16][CH:15]=2)=O)[CH:3]=1.[SiH](CC)(CC)CC.B(F)(F)F.CCOCC. The catalyst is C(Cl)Cl.CC#N. The product is [Br:1][C:2]1[C:7]2[S:8][CH:9]=[CH:10][C:6]=2[C:5]([Cl:11])=[C:4]([CH2:12][C:14]2[CH:19]=[CH:18][C:17]([O:20][CH2:21][CH3:22])=[CH:16][CH:15]=2)[CH:3]=1. The yield is 0.840. (5) The reactants are [F:1][C:2]([F:7])([F:6])[C:3]([OH:5])=[O:4].[CH3:8][O:9][C:10](=[O:45])[CH:11]([NH:37]C(OC(C)(C)C)=O)[CH2:12][CH:13]1[O:17][N:16]=[C:15]([C:18]2[CH:23]=[CH:22][C:21]([O:24][CH2:25][C:26]3[C:35]4[C:30](=[CH:31][CH:32]=[CH:33][CH:34]=4)[N:29]=[C:28]([CH3:36])[CH:27]=3)=[CH:20][CH:19]=2)[CH2:14]1. The catalyst is C(Cl)Cl. The product is [F:1][C:2]([F:7])([F:6])[C:3]([OH:5])=[O:4].[CH3:8][O:9][C:10](=[O:45])[CH:11]([NH2:37])[CH2:12][CH:13]1[O:17][N:16]=[C:15]([C:18]2[CH:19]=[CH:20][C:21]([O:24][CH2:25][C:26]3[C:35]4[C:30](=[CH:31][CH:32]=[CH:33][CH:34]=4)[N:29]=[C:28]([CH3:36])[CH:27]=3)=[CH:22][CH:23]=2)[CH2:14]1. The yield is 1.00. (6) The reactants are [N:1]1([C:10]([C:12]2[CH:13]=[C:14]3[C:20]([C:21]4[CH:22]=[N:23][N:24]([CH3:26])[CH:25]=4)=[CH:19][NH:18][C:15]3=[N:16][CH:17]=2)=O)[C:9]2[C:4](=[CH:5][CH:6]=[CH:7][CH:8]=2)[CH2:3][CH2:2]1. The catalyst is C1COCC1. The product is [N:1]1([CH2:10][C:12]2[CH:13]=[C:14]3[C:20]([C:21]4[CH:22]=[N:23][N:24]([CH3:26])[CH:25]=4)=[CH:19][NH:18][C:15]3=[N:16][CH:17]=2)[C:9]2[C:4](=[CH:5][CH:6]=[CH:7][CH:8]=2)[CH2:3][CH2:2]1. The yield is 0.180. (7) The reactants are [NH2:1][C:2]1[CH:7]=[CH:6][C:5]([OH:8])=[CH:4][CH:3]=1.Cl.[NH:10]([C:17]1[C:22]([Br:23])=[CH:21][N:20]=[C:19](Cl)[N:18]=1)[C:11]1[CH:16]=[CH:15][CH:14]=[CH:13][CH:12]=1. The catalyst is C(O)CCC. The product is [NH:10]([C:17]1[C:22]([Br:23])=[CH:21][N:20]=[C:19]([NH:1][C:2]2[CH:7]=[CH:6][C:5]([OH:8])=[CH:4][CH:3]=2)[N:18]=1)[C:11]1[CH:16]=[CH:15][CH:14]=[CH:13][CH:12]=1. The yield is 0.320.